From a dataset of Forward reaction prediction with 1.9M reactions from USPTO patents (1976-2016). Predict the product of the given reaction. Given the reactants Br[C:2]1[CH:7]=[CH:6][C:5]([O:8][C:9]([F:15])([F:14])[C:10]([F:13])([F:12])[F:11])=[CH:4][CH:3]=1.C1COCC1.Cl[C:22]([O:24][CH2:25][CH3:26])=[O:23], predict the reaction product. The product is: [F:14][C:9]([F:15])([O:8][C:5]1[CH:6]=[CH:7][C:2]([C:22]([O:24][CH2:25][CH3:26])=[O:23])=[CH:3][CH:4]=1)[C:10]([F:13])([F:12])[F:11].